From a dataset of Reaction yield outcomes from USPTO patents with 853,638 reactions. Predict the reaction yield, written as a fraction of the theoretical maximum amount of product (1.0 means a 100% yield; for example, 0.34 means a 34% yield). (1) The reactants are [Cl-].[Cl-].[Cl-].[Al+3].[CH:5]([S:7]([CH:10]=[CH2:11])(=[O:9])=[O:8])=[CH2:6].[NH2:12][C:13]1[CH:20]=[CH:19][C:16]([C:17]#[N:18])=[CH:15][CH:14]=1. The catalyst is ClC1C=CC=CC=1.C(Cl)Cl.O.CO. The product is [O:8]=[S:7]1(=[O:9])[CH2:10][CH2:11][N:12]([C:13]2[CH:20]=[CH:19][C:16]([C:17]#[N:18])=[CH:15][CH:14]=2)[CH2:6][CH2:5]1. The yield is 0.300. (2) The reactants are [CH2:1]([N:5]([CH2:26][CH2:27][CH2:28][CH3:29])[C:6]1[CH:11]=[CH:10][C:9]([CH:12]=[CH:13][C:14]2[C:19]([CH3:20])=[CH:18][C:17]([CH2:21][OH:22])=[C:16]([CH3:23])[CH:15]=2)=[C:8]([O:24][CH3:25])[CH:7]=1)[CH2:2][CH2:3][CH3:4]. The catalyst is ClCCl.[O-2].[O-2].[Mn+4]. The product is [CH2:26]([N:5]([CH2:1][CH2:2][CH2:3][CH3:4])[C:6]1[CH:11]=[CH:10][C:9]([CH:12]=[CH:13][C:14]2[C:19]([CH3:20])=[CH:18][C:17]([CH:21]=[O:22])=[C:16]([CH3:23])[CH:15]=2)=[C:8]([O:24][CH3:25])[CH:7]=1)[CH2:27][CH2:28][CH3:29]. The yield is 0.724. (3) The reactants are Br[C:2]1[CH:7]=[C:6]([F:8])[CH:5]=[C:4]([N+:9]([O-:11])=[O:10])[C:3]=1[F:12].[CH3:13][O:14][C:15](=[O:20])[CH2:16][CH2:17][C:18]#[CH:19].C1(P(C2C=CC=CC=2)C2C=CC=CC=2)C=CC=CC=1. The catalyst is C([O-])(=O)C.[Pd+2].C([O-])(=O)C.[Cu]I.C(N(CC)CC)C. The product is [CH3:13][O:14][C:15](=[O:20])[CH2:16][CH2:17][C:18]#[C:19][C:2]1[CH:7]=[C:6]([F:8])[CH:5]=[C:4]([N+:9]([O-:11])=[O:10])[C:3]=1[F:12]. The yield is 0.720. (4) The reactants are [Cl-].O[NH3+:3].[C:4](=[O:7])([O-])[OH:5].[Na+].CS(C)=O.[CH2:13]([C:15]1[N:16]=[C:17]([CH2:44][CH2:45][CH3:46])[N:18]([CH2:29][C:30]2[CH:35]=[CH:34][C:33]([C:36]3[C:37]([C:42]#[N:43])=[CH:38][CH:39]=[CH:40][CH:41]=3)=[CH:32][CH:31]=2)[C:19](=[O:28])[C:20]=1[CH2:21][N:22]1[CH2:27][CH2:26][O:25][CH2:24][CH2:23]1)[CH3:14]. The catalyst is O. The product is [CH2:13]([C:15]1[N:16]=[C:17]([CH2:44][CH2:45][CH3:46])[N:18]([CH2:29][C:30]2[CH:35]=[CH:34][C:33]([C:36]3[CH:41]=[CH:40][CH:39]=[CH:38][C:37]=3[C:42]3[NH:3][C:4](=[O:7])[O:5][N:43]=3)=[CH:32][CH:31]=2)[C:19](=[O:28])[C:20]=1[CH2:21][N:22]1[CH2:23][CH2:24][O:25][CH2:26][CH2:27]1)[CH3:14]. The yield is 0.610. (5) The reactants are Cl[C:2]([O:4][CH2:5][C:6]1[CH:11]=[CH:10][CH:9]=[CH:8][CH:7]=1)=[O:3].[Br:12][C:13]1[C:22]2[O:21][CH2:20][CH2:19][NH:18][C:17]=2[CH:16]=[C:15]([Cl:23])[CH:14]=1.[OH-].[Na+]. The catalyst is C(OCC)(=O)C. The product is [CH2:5]([O:4][C:2]([N:18]1[C:17]2[CH:16]=[C:15]([Cl:23])[CH:14]=[C:13]([Br:12])[C:22]=2[O:21][CH2:20][CH2:19]1)=[O:3])[C:6]1[CH:11]=[CH:10][CH:9]=[CH:8][CH:7]=1. The yield is 0.980. (6) The reactants are [CH3:1][N:2]([CH3:29])[C:3]1([C:23]2[CH:28]=[CH:27][CH:26]=[CH:25][CH:24]=2)[CH2:8][CH2:7][CH:6]([CH2:9][C:10]([NH:12][CH2:13][CH2:14][CH2:15][CH2:16][C:17]2[CH:22]=[CH:21][CH:20]=[CH:19][CH:18]=2)=[O:11])[CH2:5][CH2:4]1.[Cl:30][Si](C)(C)C. The catalyst is CC(CC)=O. The product is [ClH:30].[CH3:29][N:2]([CH3:1])[C:3]1([C:23]2[CH:24]=[CH:25][CH:26]=[CH:27][CH:28]=2)[CH2:8][CH2:7][CH:6]([CH2:9][C:10]([NH:12][CH2:13][CH2:14][CH2:15][CH2:16][C:17]2[CH:22]=[CH:21][CH:20]=[CH:19][CH:18]=2)=[O:11])[CH2:5][CH2:4]1. The yield is 0.300. (7) The reactants are C(=O)([O-])[O-].[K+].[K+].[Br:7][C:8]1[C:13]([F:14])=[CH:12][C:11]([OH:15])=[C:10]([F:16])[CH:9]=1.Br[CH:18]1[CH2:22][CH2:21][N:20]([CH:23]2[CH2:28][CH2:27][N:26]([C:29]([O:31][C:32]([CH3:35])([CH3:34])[CH3:33])=[O:30])[CH2:25][CH2:24]2)[C:19]1=[O:36]. The catalyst is CC(C)=O. The product is [Br:7][C:8]1[C:13]([F:14])=[CH:12][C:11]([O:15][CH:18]2[CH2:22][CH2:21][N:20]([CH:23]3[CH2:24][CH2:25][N:26]([C:29]([O:31][C:32]([CH3:34])([CH3:33])[CH3:35])=[O:30])[CH2:27][CH2:28]3)[C:19]2=[O:36])=[C:10]([F:16])[CH:9]=1. The yield is 0.690.